This data is from Full USPTO retrosynthesis dataset with 1.9M reactions from patents (1976-2016). The task is: Predict the reactants needed to synthesize the given product. (1) Given the product [Cl:26][C:24]1[N:23]=[CH:22][N:21]=[C:20]([CH2:19][P:5](=[O:12])([O:9][CH2:10][CH3:11])[O:6][CH2:7][CH3:8])[CH:25]=1, predict the reactants needed to synthesize it. The reactants are: FC1C=CC(F)=CC=1C[P:5](=[O:12])([O:9][CH2:10][CH3:11])[O:6][CH2:7][CH3:8].Br[CH2:19][C:20]1[CH:25]=[C:24]([Cl:26])[N:23]=[CH:22][N:21]=1. (2) The reactants are: [CH3:1][C:2]1[N:7]=[C:6]([CH2:8][C:9]([O:11]CC)=[O:10])[CH:5]=[CH:4][C:3]=1[N:14]1[CH:18]=[N:17][N:16]=[N:15]1.O.[OH-].[Li+].C(O)C.Cl. Given the product [CH3:1][C:2]1[N:7]=[C:6]([CH2:8][C:9]([OH:11])=[O:10])[CH:5]=[CH:4][C:3]=1[N:14]1[CH:18]=[N:17][N:16]=[N:15]1, predict the reactants needed to synthesize it. (3) The reactants are: [NH:1]1[C:11]2[C:6](=[CH:7][CH:8]=[CH:9][CH:10]=2)[C:4](=[O:5])[C:2]1=[O:3].[H-].[Na+].[CH3:14][OH:15]. Given the product [O:15]1[CH:4]=[CH:2][O:3][CH:14]1[C:6]1[CH:11]=[CH:10][C:9]([N:1]2[C:11]3[C:6](=[CH:7][CH:8]=[CH:9][CH:10]=3)[C:4](=[O:5])[C:2]2=[O:3])=[CH:8][CH:7]=1, predict the reactants needed to synthesize it.